From a dataset of Hepatocyte clearance measurements from AstraZeneca. Regression/Classification. Given a drug SMILES string, predict its absorption, distribution, metabolism, or excretion properties. Task type varies by dataset: regression for continuous measurements (e.g., permeability, clearance, half-life) or binary classification for categorical outcomes (e.g., BBB penetration, CYP inhibition). For this dataset (clearance_hepatocyte_az), we predict log10(clearance) (log10 of the in vitro intrinsic clearance, CLint, in uL/min per 10^6 hepatocytes; values are censored to the assay range of 3 to 150, which is 0.477 to 2.18 on this log10 scale). (1) The drug is c1ccc(CSc2nc3cccnc3[nH]2)cc1. The log10(clearance) is 1.96. (2) The molecule is Cc1ccc(S(=O)(=O)Nc2c(C(=O)N[C@@H](C)C(C)(C)C)c(C)nn2C2CCN(C)CC2)cc1. The log10(clearance) is 0.480.